From a dataset of Catalyst prediction with 721,799 reactions and 888 catalyst types from USPTO. Predict which catalyst facilitates the given reaction. (1) Reactant: [CH3:1][S:2][C:3]1[S:7][C:6]2=[N:8][C:9]([C:11]([O:13]CC)=[O:12])=[CH:10][N:5]2[N:4]=1.O([Si](C)(C)C)[Na].CC(O)=O. Product: [CH3:1][S:2][C:3]1[S:7][C:6]2=[N:8][C:9]([C:11]([OH:13])=[O:12])=[CH:10][N:5]2[N:4]=1. The catalyst class is: 1. (2) Reactant: [F:1][C:2]1[CH:3]=[C:4]([CH:29]=[CH:30][C:31]=1[F:32])[CH2:5][NH:6][C:7]([C:9]1[C:17]2[C:12](=[CH:13][CH:14]=[C:15]([N+:18]([O-])=O)[CH:16]=2)[N:11]([CH2:21][C:22]2[CH:27]=[CH:26][CH:25]=[CH:24][CH:23]=2)[C:10]=1[CH3:28])=[O:8]. Product: [F:1][C:2]1[CH:3]=[C:4]([CH:29]=[CH:30][C:31]=1[F:32])[CH2:5][NH:6][C:7]([C:9]1[C:17]2[C:12](=[CH:13][CH:14]=[C:15]([NH2:18])[CH:16]=2)[N:11]([CH2:21][C:22]2[CH:27]=[CH:26][CH:25]=[CH:24][CH:23]=2)[C:10]=1[CH3:28])=[O:8]. The catalyst class is: 515.